This data is from Catalyst prediction with 721,799 reactions and 888 catalyst types from USPTO. The task is: Predict which catalyst facilitates the given reaction. Reactant: [C:1]([C:3]1[C:26](F)=[CH:25][CH:24]=[CH:23][C:4]=1[O:5][CH2:6][C:7]1([C:14]([NH:16][CH:17]2[CH2:22][CH2:21][CH2:20][CH2:19][CH2:18]2)=[O:15])[CH2:12][CH2:11][CH2:10][NH:9][C:8]1=[O:13])#[N:2].[NH3:28]. Product: [NH2:28][C:26]1[C:3]([C:1]#[N:2])=[C:4]([CH:23]=[CH:24][CH:25]=1)[O:5][CH2:6][C:7]1([C:14]([NH:16][CH:17]2[CH2:22][CH2:21][CH2:20][CH2:19][CH2:18]2)=[O:15])[CH2:12][CH2:11][CH2:10][NH:9][C:8]1=[O:13]. The catalyst class is: 32.